Dataset: TCR-epitope binding with 47,182 pairs between 192 epitopes and 23,139 TCRs. Task: Binary Classification. Given a T-cell receptor sequence (or CDR3 region) and an epitope sequence, predict whether binding occurs between them. The epitope is YFPLQSYGF. The TCR CDR3 sequence is CASSQDLAGNTGELFF. Result: 0 (the TCR does not bind to the epitope).